This data is from Catalyst prediction with 721,799 reactions and 888 catalyst types from USPTO. The task is: Predict which catalyst facilitates the given reaction. Reactant: C[O:2][CH2:3][C@H:4]([CH3:34])[O:5][C:6]1[CH:7]=[C:8]([CH:20]=[C:21]([C:23]2[NH:24][C:25]([C:28]3[O:29][C:30]([CH3:33])=[N:31][N:32]=3)=[CH:26][CH:27]=2)[CH:22]=1)[O:9][C:10]1[CH:15]=[N:14][C:13]([S:16]([CH3:19])(=[O:18])=[O:17])=[CH:12][N:11]=1.B(Br)(Br)Br.C(=O)([O-])O.[Na+]. Product: [CH3:33][C:30]1[O:29][C:28]([C:25]2[NH:24][C:23]([C:21]3[CH:22]=[C:6]([CH:7]=[C:8]([O:9][C:10]4[CH:15]=[N:14][C:13]([S:16]([CH3:19])(=[O:17])=[O:18])=[CH:12][N:11]=4)[CH:20]=3)[O:5][C@@H:4]([CH3:34])[CH2:3][OH:2])=[CH:27][CH:26]=2)=[N:32][N:31]=1. The catalyst class is: 2.